From a dataset of Catalyst prediction with 721,799 reactions and 888 catalyst types from USPTO. Predict which catalyst facilitates the given reaction. (1) Reactant: [Cl:1][C:2]1[CH:13]=[CH:12][C:5]([O:6][C@@H:7]([CH3:11])[C:8]([OH:10])=[O:9])=[C:4]([OH:14])[CH:3]=1.F[C:16]1[CH:21]=[CH:20][C:19]([N+:22]([O-:24])=[O:23])=[CH:18][CH:17]=1.C(=O)([O-])[O-].[K+].[K+].O. Product: [Cl:1][C:2]1[CH:13]=[CH:12][C:5]([O:6][C@@H:7]([CH3:11])[C:8]([OH:10])=[O:9])=[C:4]([O:14][C:16]2[CH:21]=[CH:20][C:19]([N+:22]([O-:24])=[O:23])=[CH:18][CH:17]=2)[CH:3]=1. The catalyst class is: 27. (2) Reactant: [CH3:1][NH2:2].[CH3:3][O:4][C:5](=[O:10])[CH2:6][C:7](=O)[CH3:8].[CH3:11][O:12][C:13](=[O:16])[C:14]#[CH:15]. Product: [CH3:11][O:12][C:13](=[O:16])[CH:14]=[CH:15][C:6](=[C:7]([NH:2][CH3:1])[CH3:8])[C:5]([O:4][CH3:3])=[O:10]. The catalyst class is: 5.